Task: Predict the reactants needed to synthesize the given product.. Dataset: Full USPTO retrosynthesis dataset with 1.9M reactions from patents (1976-2016) (1) Given the product [Cl:1][C:2]1[CH:3]=[C:4]2[C:9](=[CH:10][CH:11]=1)[N:8]=[CH:7][CH:6]=[C:5]2[CH2:12][N:13]1[C:21]([C:22]2[N:26]([CH3:27])[CH:25]=[C:24]([C:28]([NH:41][O:39][CH3:40])=[O:29])[CH:23]=2)=[C:20]2[C:15]([N:16]([CH2:34][CH:35]3[CH2:36][CH2:37]3)[C:17](=[O:33])[N:18]([CH3:32])[C:19]2=[O:31])=[N:14]1, predict the reactants needed to synthesize it. The reactants are: [Cl:1][C:2]1[CH:3]=[C:4]2[C:9](=[CH:10][CH:11]=1)[N:8]=[CH:7][CH:6]=[C:5]2[CH2:12][N:13]1[C:21]([C:22]2[N:26]([CH3:27])[CH:25]=[C:24]([C:28](O)=[O:29])[CH:23]=2)=[C:20]2[C:15]([N:16]([CH2:34][CH:35]3[CH2:37][CH2:36]3)[C:17](=[O:33])[N:18]([CH3:32])[C:19]2=[O:31])=[N:14]1.Cl.[O:39]([NH2:41])[CH3:40].C(P(=O)(OCC)OCC)#N. (2) Given the product [Cl:13][C:14]1[N:19]=[CH:18][C:17]([CH2:20][N:9]2[CH2:10][CH2:11][O:12][C@@H:7]([C:1]3[CH:2]=[CH:3][CH:4]=[CH:5][CH:6]=3)[CH2:8]2)=[CH:16][CH:15]=1, predict the reactants needed to synthesize it. The reactants are: [C:1]1([C@@H:7]2[O:12][CH2:11][CH2:10][NH:9][CH2:8]2)[CH:6]=[CH:5][CH:4]=[CH:3][CH:2]=1.[Cl:13][C:14]1[N:19]=[CH:18][C:17]([CH:20]=O)=[CH:16][CH:15]=1.C(O[BH-](OC(=O)C)OC(=O)C)(=O)C.[Na+].C(=O)(O)[O-].[Na+]. (3) Given the product [CH:21]([O:24][C:25]([N:27]1[CH2:32][CH2:31][CH:30]([O:33][C:34]2[C:39]([CH3:40])=[C:38]([O:41][C:42]3[CH:47]=[CH:46][C:45]([C:2]#[CH:3])=[CH:44][C:43]=3[F:49])[N:37]=[CH:36][N:35]=2)[CH2:29][CH2:28]1)=[O:26])([CH3:23])[CH3:22], predict the reactants needed to synthesize it. The reactants are: P(C(C)(C)C)(C(C)(C)C)[C:2](C)(C)[CH3:3].N(C(C)C)C(C)C.[CH:21]([O:24][C:25]([N:27]1[CH2:32][CH2:31][CH:30]([O:33][C:34]2[C:39]([CH3:40])=[C:38]([O:41][C:42]3[CH:47]=[CH:46][C:45](Br)=[CH:44][C:43]=3[F:49])[N:37]=[CH:36][N:35]=2)[CH2:29][CH2:28]1)=[O:26])([CH3:23])[CH3:22].[Si](C#C)(C)(C)C.[OH-].[Na+].CC(O)=O. (4) Given the product [C:1]([C:3]1[CH:4]=[CH:5][C:6]2[O:10][C:9]([C:11]([O:13][CH2:14][CH3:15])=[O:12])=[CH:8][C:7]=2[CH:16]=1)([OH:19])=[O:2], predict the reactants needed to synthesize it. The reactants are: [CH:1]([C:3]1[CH:4]=[CH:5][C:6]2[O:10][C:9]([C:11]([O:13][CH2:14][CH3:15])=[O:12])=[CH:8][C:7]=2[CH:16]=1)=[O:2].S(=O)(=O)([OH:19])N.Cl([O-])=O.[Na+]. (5) Given the product [N:1]([C@@H:4]([CH2:8][CH2:9][CH2:10][CH2:11][CH2:12][C:13](=[O:15])[CH3:14])[C:5]([NH:76][CH2:75][CH2:74][C:73]1[C:72]2[C:67](=[CH:68][CH:69]=[CH:70][CH:71]=2)[NH:66][C:65]=1[C:59]1[CH:64]=[CH:63][CH:62]=[CH:61][CH:60]=1)=[O:7])=[N+:2]=[N-:3], predict the reactants needed to synthesize it. The reactants are: [N:1]([C@@H:4]([CH2:8][CH2:9][CH2:10][CH2:11][CH2:12][C:13](=[O:15])[CH3:14])[C:5]([OH:7])=O)=[N+:2]=[N-:3].CCN(C(C)C)C(C)C.C1CN([P+](ON2N=NC3C=CC=CC2=3)(N2CCCC2)N2CCCC2)CC1.F[P-](F)(F)(F)(F)F.[Cl-].[C:59]1([C:65]2[NH:66][C:67]3[C:72]([C:73]=2[CH2:74][CH2:75][NH3+:76])=[CH:71][CH:70]=[CH:69][CH:68]=3)[CH:64]=[CH:63][CH:62]=[CH:61][CH:60]=1. (6) Given the product [CH3:1][N:2]1[CH:10]=[C:9]2[C:4]([CH:5]=[CH:6][CH:7]=[C:8]2[C@H:11]2[CH2:13][C@H:12]2[CH2:14][N:51]2[C:47](=[O:57])[C:48]3[C:49](=[CH:53][CH:54]=[CH:55][CH:56]=3)[C:50]2=[O:52])=[N:3]1, predict the reactants needed to synthesize it. The reactants are: [CH3:1][N:2]1[CH:10]=[C:9]2[C:4]([CH:5]=[CH:6][CH:7]=[C:8]2[C@H:11]2[CH2:13][C@H:12]2[CH2:14]O)=[N:3]1.N(C(OCC)=O)=NC(OCC)=O.C1(P(C2C=CC=CC=2)C2C=CC=CC=2)C=CC=CC=1.[C:47]1(=[O:57])[NH:51][C:50](=[O:52])[C:49]2=[CH:53][CH:54]=[CH:55][CH:56]=[C:48]12. (7) Given the product [F:1][C:2]1[C:7]([F:8])=[CH:6][C:5]2=[N:9][S:18][N:10]=[C:4]2[CH:3]=1, predict the reactants needed to synthesize it. The reactants are: [F:1][C:2]1[CH:3]=[C:4]([NH2:10])[C:5]([NH2:9])=[CH:6][C:7]=1[F:8].C(N(CC)CC)C.[S:18](Cl)(Cl)=O.